Task: Predict the reactants needed to synthesize the given product.. Dataset: Full USPTO retrosynthesis dataset with 1.9M reactions from patents (1976-2016) Given the product [I-:1].[CH2:37]([NH:40][C:41]([O:2][CH2:3][CH2:4][CH2:5][N+:6]1[C:10]2[CH:11]=[CH:12][CH:13]=[CH:14][C:9]=2[S:8][C:7]=1[CH:15]=[C:16]1[C:25]2[C:20](=[CH:21][CH:22]=[CH:23][CH:24]=2)[N:19]([CH2:26][CH2:27][CH2:28][O:29][C:46](=[O:47])[NH:44][CH2:43][C:35]#[CH:36])[CH:18]=[CH:17]1)=[O:42])[C:38]#[CH:39], predict the reactants needed to synthesize it. The reactants are: [I-:1].[OH:2][CH2:3][CH2:4][CH2:5][N+:6]1[C:10]2[CH:11]=[CH:12][CH:13]=[CH:14][C:9]=2[S:8][C:7]=1[CH:15]=[C:16]1[C:25]2[C:20](=[CH:21][CH:22]=[CH:23][CH:24]=2)[N:19]([CH2:26][CH2:27][CH2:28][OH:29])[CH:18]=[CH:17]1.C(N([CH2:35][CH3:36])CC)C.[CH2:37]([NH2:40])[C:38]#[CH:39].[CH3:41][OH:42].[CH3:43][N:44]([CH:46]=[O:47])C.